From a dataset of Reaction yield outcomes from USPTO patents with 853,638 reactions. Predict the reaction yield, written as a fraction of the theoretical maximum amount of product (1.0 means a 100% yield; for example, 0.34 means a 34% yield). (1) The reactants are Cl[C:2]1[N:7]=[C:6]([NH:8][C:9]([C:11]2([C:14]3[CH:15]=[CH:16][C:17]4[O:21][CH2:20][CH2:19][C:18]=4[CH:22]=3)[CH2:13][CH2:12]2)=[O:10])[CH:5]=[CH:4][C:3]=1[CH3:23].[CH3:24][O:25][C:26]1[CH:31]=[C:30](B(O)O)[CH:29]=[CH:28][N:27]=1.C(=O)([O-])[O-].[Na+].[Na+]. The catalyst is COCCOC.C(OCC)(=O)C.C1C=CC([P]([Pd]([P](C2C=CC=CC=2)(C2C=CC=CC=2)C2C=CC=CC=2)([P](C2C=CC=CC=2)(C2C=CC=CC=2)C2C=CC=CC=2)[P](C2C=CC=CC=2)(C2C=CC=CC=2)C2C=CC=CC=2)(C2C=CC=CC=2)C2C=CC=CC=2)=CC=1. The product is [O:21]1[C:17]2[CH:16]=[CH:15][C:14]([C:11]3([C:9]([NH:8][C:6]4[N:7]=[C:2]([C:30]5[CH:29]=[CH:28][N:27]=[C:26]([O:25][CH3:24])[CH:31]=5)[C:3]([CH3:23])=[CH:4][CH:5]=4)=[O:10])[CH2:13][CH2:12]3)=[CH:22][C:18]=2[CH2:19][CH2:20]1. The yield is 0.340. (2) The reactants are Br[C:2]1[CH:11]=[C:10]2[C:5]([NH:6][CH2:7][CH2:8][N:9]2[CH3:12])=[CH:4][C:3]=1[CH:13](F)F.[CH3:16][N:17]1[CH:21]=[C:20](B2OC(C)(C)C(C)(C)O2)[CH:19]=[N:18]1.C(=O)([O-])[O-:32].[Na+].[Na+].C1(P(C2CCCCC2)C2C=CC=CC=2C2C(C(C)C)=CC(C(C)C)=CC=2C(C)C)CCCCC1. The catalyst is C1COCC1.O.CC(C1C=C(C(C)C)C(C2C=CC=C(P(C3CCCCC3)C3CCCCC3)C=2)=C(C(C)C)C=1)C.C1C=[C-]C(C2C(N)=CC=CC=2)=CC=1.Cl[Pd+]. The product is [CH3:12][N:9]1[C:10]2[C:5](=[CH:4][C:3]([CH:13]=[O:32])=[C:2]([C:20]3[CH:19]=[N:18][N:17]([CH3:16])[CH:21]=3)[CH:11]=2)[NH:6][CH2:7][CH2:8]1. The yield is 0.320. (3) The reactants are [N:1]1([C:10]2[S:14][C:13]([CH2:15][OH:16])=[C:12]([O:17][CH2:18][C:19]3[CH:24]=[CH:23][CH:22]=[CH:21][C:20]=3[CH3:25])[CH:11]=2)[C:5]2[CH:6]=[CH:7][CH:8]=[CH:9][C:4]=2[N:3]=[CH:2]1.[C:26](OC(=O)C)(=[O:28])[CH3:27].C(OCC)(=O)C. The catalyst is ClCCl.CN(C)C1C=CN=CC=1. The product is [C:26]([O:16][CH2:15][C:13]1[S:14][C:10]([N:1]2[C:5]3[CH:6]=[CH:7][CH:8]=[CH:9][C:4]=3[N:3]=[CH:2]2)=[CH:11][C:12]=1[O:17][CH2:18][C:19]1[CH:24]=[CH:23][CH:22]=[CH:21][C:20]=1[CH3:25])(=[O:28])[CH3:27]. The yield is 0.890. (4) The reactants are [C:1]([C:4]1[O:8][N:7]=[C:6]([C:9]([O:11][CH2:12][CH3:13])=[O:10])[CH:5]=1)(=[O:3])[CH3:2].[CH2:14](O)[CH2:15][OH:16]. The catalyst is C1C=CC=CC=1.CC1C=CC(S(O)(=O)=O)=CC=1. The product is [CH3:2][C:1]1([C:4]2[O:8][N:7]=[C:6]([C:9]([O:11][CH2:12][CH3:13])=[O:10])[CH:5]=2)[O:16][CH2:15][CH2:14][O:3]1. The yield is 1.00.